This data is from NCI-60 drug combinations with 297,098 pairs across 59 cell lines. The task is: Regression. Given two drug SMILES strings and cell line genomic features, predict the synergy score measuring deviation from expected non-interaction effect. (1) Drug 1: CC(CN1CC(=O)NC(=O)C1)N2CC(=O)NC(=O)C2. Drug 2: CS(=O)(=O)CCNCC1=CC=C(O1)C2=CC3=C(C=C2)N=CN=C3NC4=CC(=C(C=C4)OCC5=CC(=CC=C5)F)Cl. Cell line: UO-31. Synergy scores: CSS=19.9, Synergy_ZIP=-5.72, Synergy_Bliss=-1.10, Synergy_Loewe=1.83, Synergy_HSA=2.04. (2) Drug 1: CN(C)N=NC1=C(NC=N1)C(=O)N. Drug 2: CC(C)NC(=O)C1=CC=C(C=C1)CNNC.Cl. Cell line: HOP-62. Synergy scores: CSS=-3.43, Synergy_ZIP=2.74, Synergy_Bliss=7.09, Synergy_Loewe=3.07, Synergy_HSA=3.04.